This data is from Reaction yield outcomes from USPTO patents with 853,638 reactions. The task is: Predict the reaction yield, written as a fraction of the theoretical maximum amount of product (1.0 means a 100% yield; for example, 0.34 means a 34% yield). The reactants are [I:1]N1C(=O)CCC1=O.[NH:9]1[CH:13]=[C:12]([C:14]2[CH:15]=[C:16]([C:26]([F:29])([F:28])[F:27])[C:17]3[N:18]([CH:20]=[C:21]([C:23]([OH:25])=[O:24])[N:22]=3)[CH:19]=2)[CH:11]=[N:10]1. The catalyst is CN(C=O)C. The product is [I:1][C:20]1[N:18]2[CH:19]=[C:14]([C:12]3[CH:13]=[N:9][NH:10][CH:11]=3)[CH:15]=[C:16]([C:26]([F:28])([F:29])[F:27])[C:17]2=[N:22][C:21]=1[C:23]([OH:25])=[O:24]. The yield is 0.720.